The task is: Regression/Classification. Given a drug SMILES string, predict its toxicity properties. Task type varies by dataset: regression for continuous values (e.g., LD50, hERG inhibition percentage) or binary classification for toxic/non-toxic outcomes (e.g., AMES mutagenicity, cardiotoxicity, hepatotoxicity). Dataset: herg.. This data is from hERG channel blocking data for cardiac toxicity assessment. (1) The molecule is CN(C)C[C@@H](c1ccc(O)cc1)C1(O)CCCCC1. The result is 1 (blocker). (2) The drug is O=C(O)CNC(=O)[C@@H]1NC(C(F)(F)F)(C(F)(F)F)OC1(C(F)(F)F)C(F)(F)F. The result is 0 (non-blocker).